This data is from Forward reaction prediction with 1.9M reactions from USPTO patents (1976-2016). The task is: Predict the product of the given reaction. (1) The product is: [F:1][C:2]1[CH:9]=[C:8]([F:10])[CH:7]=[CH:6][C:3]=1[CH2:4][N:13]1[CH2:18][CH2:17][C:16](=[O:19])[CH2:15][CH2:14]1. Given the reactants [F:1][C:2]1[CH:9]=[C:8]([F:10])[CH:7]=[CH:6][C:3]=1[CH2:4]Br.O.Cl.[NH:13]1[CH2:18][CH2:17][C:16](=[O:19])[CH2:15][CH2:14]1.C(N(CC)CC)C, predict the reaction product. (2) Given the reactants Br[CH2:2][C:3]([CH3:26])=[CH:4][CH2:5][C:6]1[C:14]([O:15][CH2:16][CH2:17][Si:18]([CH3:21])([CH3:20])[CH3:19])=[C:13]2[C:9]([CH2:10][O:11][C:12]2=[O:22])=[C:8]([CH3:23])[C:7]=1[CH:24]=[CH2:25].[CH3:27][O:28][P:29]([O:32]C)[O:30][CH3:31], predict the reaction product. The product is: [CH3:27][O:28][P:29]([CH2:2][C:3]([CH3:26])=[CH:4][CH2:5][C:6]1[C:14]([O:15][CH2:16][CH2:17][Si:18]([CH3:21])([CH3:20])[CH3:19])=[C:13]2[C:9](=[C:8]([CH3:23])[C:7]=1[CH:24]=[CH2:25])[CH2:10][O:11][C:12]2=[O:22])(=[O:32])[O:30][CH3:31]. (3) Given the reactants [OH-].[K+].Br[CH:4]([CH:8](Br)[C:9]1[CH:14]=[CH:13][CH:12]=[CH:11][C:10]=1[CH3:15])[C:5]([OH:7])=[O:6], predict the reaction product. The product is: [C:10]1([CH3:15])[CH:11]=[CH:12][CH:13]=[CH:14][C:9]=1[C:8]#[C:4][C:5]([OH:7])=[O:6]. (4) Given the reactants [N:1]1([CH2:7][C:8]2[N:12]3[CH:13]=[C:14]([N+:17]([O-])=O)[CH:15]=[CH:16][C:11]3=[N:10][N:9]=2)[CH2:6][CH2:5][O:4][CH2:3][CH2:2]1.C(O)C, predict the reaction product. The product is: [N:1]1([CH2:7][C:8]2[N:12]3[CH:13]=[C:14]([NH2:17])[CH:15]=[CH:16][C:11]3=[N:10][N:9]=2)[CH2:6][CH2:5][O:4][CH2:3][CH2:2]1. (5) Given the reactants Br[C:2]1[CH:3]=[C:4]2[C:9](=[CH:10][CH:11]=1)[O:8][C:7]([CH3:13])([CH3:12])[CH2:6][C:5]2=[O:14].[B:15]1(B2OC(C)(C)C(C)(C)O2)[O:19]C(C)(C)C(C)(C)[O:16]1.C([O-])(=O)C.[K+].O, predict the reaction product. The product is: [CH3:12][C:7]1([CH3:13])[CH2:6][C:5](=[O:14])[C:4]2[C:9](=[CH:10][CH:11]=[C:2]([B:15]([OH:19])[OH:16])[CH:3]=2)[O:8]1. (6) Given the reactants Cl[CH2:2][C:3]1[CH:21]=[CH:20][C:6]([O:7][CH2:8][C:9]2[N:10]=[C:11]([C:15]3[O:16][CH:17]=[CH:18][CH:19]=3)[O:12][C:13]=2[CH3:14])=[C:5]([O:22][CH3:23])[CH:4]=1.[OH:24][C:25]1[C:29]([C:30]([O:32][CH2:33][CH3:34])=[O:31])=[CH:28][N:27]([CH2:35][C:36]2[CH:37]=[N:38][CH:39]=[CH:40][CH:41]=2)[N:26]=1.CN(C)C=O.[H-].[Na+], predict the reaction product. The product is: [O:16]1[CH:17]=[CH:18][CH:19]=[C:15]1[C:11]1[O:12][C:13]([CH3:14])=[C:9]([CH2:8][O:7][C:6]2[CH:20]=[CH:21][C:3]([CH2:2][O:24][C:25]3[C:29]([C:30]([O:32][CH2:33][CH3:34])=[O:31])=[CH:28][N:27]([CH2:35][C:36]4[CH:37]=[N:38][CH:39]=[CH:40][CH:41]=4)[N:26]=3)=[CH:4][C:5]=2[O:22][CH3:23])[N:10]=1.